Dataset: Forward reaction prediction with 1.9M reactions from USPTO patents (1976-2016). Task: Predict the product of the given reaction. (1) Given the reactants [CH3:1][N:2]1[CH2:7][CH2:6][NH:5][CH:4]([C:8]2[CH:13]=[CH:12][CH:11]=[CH:10][CH:9]=2)[CH2:3]1.C(N(CC)CC)C.[C:21](Cl)(=[O:28])[C:22]1[CH:27]=[CH:26][CH:25]=[CH:24][CH:23]=1, predict the reaction product. The product is: [C:21]([CH:3]1[CH:4]([C:8]2[CH:9]=[CH:10][CH:11]=[CH:12][CH:13]=2)[NH:5][CH2:6][CH2:7][N:2]1[CH3:1])(=[O:28])[C:22]1[CH:27]=[CH:26][CH:25]=[CH:24][CH:23]=1. (2) The product is: [CH3:3][C:4]1[N:8]2[C:9]3[CH:15]=[C:14]([CH3:16])[N:13]([CH2:18][C:19]4[CH:24]=[CH:23][CH:22]=[C:21]([N+:25]([O-:27])=[O:26])[CH:20]=4)[C:10]=3[CH:11]=[CH:12][C:7]2=[N:6][N:5]=1. Given the reactants [H-].[Na+].[CH3:3][C:4]1[N:8]2[C:9]3[CH:15]=[C:14]([CH3:16])[NH:13][C:10]=3[CH:11]=[CH:12][C:7]2=[N:6][N:5]=1.Cl[CH2:18][C:19]1[CH:24]=[CH:23][CH:22]=[C:21]([N+:25]([O-:27])=[O:26])[CH:20]=1, predict the reaction product. (3) Given the reactants [Cl:1][C:2]1[N:3]=[C:4]([N:18]2[CH2:23][CH2:22][O:21][CH2:20][CH2:19]2)[C:5]2[N:10]=[C:9]([CH2:11][N:12]3[CH2:17][CH2:16][NH:15][CH2:14][CH2:13]3)[S:8][C:6]=2[N:7]=1.Cl.[C:25](O)(=[O:29])[C@H:26]([CH3:28])[OH:27].CN(C(ON1N=NC2C=CC=NC1=2)=[N+](C)C)C.F[P-](F)(F)(F)(F)F.C(N(CC)C(C)C)(C)C, predict the reaction product. The product is: [Cl:1][C:2]1[N:3]=[C:4]([N:18]2[CH2:19][CH2:20][O:21][CH2:22][CH2:23]2)[C:5]2[N:10]=[C:9]([CH2:11][N:12]3[CH2:17][CH2:16][N:15]([C:25](=[O:29])[CH:26]([OH:27])[CH3:28])[CH2:14][CH2:13]3)[S:8][C:6]=2[N:7]=1. (4) Given the reactants Br[C:2]1([Br:10])[CH:9]2[CH:3]1[CH2:4][CH2:5][CH2:6][CH2:7][CH2:8]2.[CH2:11]([OH:15])[CH2:12][CH:13]=[CH2:14].CCOC(C)=O, predict the reaction product. The product is: [Br:10][C:2]1=[CH:3][CH2:4][CH2:5][CH2:6][CH2:7][CH2:8][CH:9]1[O:15][CH2:11][CH2:12][CH:13]=[CH2:14]. (5) The product is: [C:1]1([C:7]2[N:11]=[C:10]([N:12]3[CH2:16][CH2:15][C@H:14]([NH:17][C:28]4[N:33]=[CH:32][N:31]=[C:30]5[NH:34][N:35]=[CH:36][C:29]=45)[CH2:13]3)[O:9][N:8]=2)[CH:2]=[CH:3][CH:4]=[CH:5][CH:6]=1. Given the reactants [C:1]1([C:7]2[N:11]=[C:10]([N:12]3[CH2:16][CH2:15][C@H:14]([NH2:17])[CH2:13]3)[O:9][N:8]=2)[CH:6]=[CH:5][CH:4]=[CH:3][CH:2]=1.CCN(C(C)C)C(C)C.Cl[C:28]1[N:33]=[CH:32][N:31]=[C:30]2[N:34](C3CCCCO3)[N:35]=[CH:36][C:29]=12, predict the reaction product. (6) Given the reactants Cl.[N:2]1([CH2:12][C:13]([OH:15])=O)[CH:11]2[CH:6]([CH2:7][CH2:8][CH2:9][CH2:10]2)[CH2:5][CH2:4][CH2:3]1.[NH2:16][C@@H:17]([CH2:35][O:36][CH2:37][C:38]1[CH:43]=[CH:42][CH:41]=[CH:40][CH:39]=1)[C:18]([NH:20][C:21]1[CH:26]=[CH:25][C:24]([O:27][C:28]2[CH:33]=[CH:32][C:31]([F:34])=[CH:30][CH:29]=2)=[CH:23][CH:22]=1)=[O:19], predict the reaction product. The product is: [CH2:37]([O:36][CH2:35][C@H:17]([NH:16][C:13](=[O:15])[CH2:12][N:2]1[CH:11]2[CH:6]([CH2:7][CH2:8][CH2:9][CH2:10]2)[CH2:5][CH2:4][CH2:3]1)[C:18]([NH:20][C:21]1[CH:26]=[CH:25][C:24]([O:27][C:28]2[CH:33]=[CH:32][C:31]([F:34])=[CH:30][CH:29]=2)=[CH:23][CH:22]=1)=[O:19])[C:38]1[CH:43]=[CH:42][CH:41]=[CH:40][CH:39]=1.